From a dataset of hERG Central: cardiac toxicity at 1µM, 10µM, and general inhibition. Predict hERG channel inhibition at various concentrations. (1) The molecule is COc1ccc(NC(=O)c2ccc(-c3ccc(-c4noc(C)n4)cc3C)cc2)cc1N1CCN(C)CC1.Cl. Results: hERG_inhib (hERG inhibition (general)): blocker. (2) Results: hERG_inhib (hERG inhibition (general)): blocker. The compound is C/C(=N\OC(=O)c1c(-c2ccccc2Cl)noc1C)c1ccncc1. (3) The drug is Clc1ccc2nc(N3CCNCC3)nc(-c3ccccc3)c2c1. Results: hERG_inhib (hERG inhibition (general)): blocker. (4) The compound is C/C=C/c1cc(CN2CCN(c3ccc(OC)cc3)CC2)c(O)c(OC)c1. Results: hERG_inhib (hERG inhibition (general)): blocker. (5) The compound is COc1ccc2c(c1)sc(N)[n+]2Cc1cc(C)cc2cccnc12.[Br-]. Results: hERG_inhib (hERG inhibition (general)): blocker.